This data is from Catalyst prediction with 721,799 reactions and 888 catalyst types from USPTO. The task is: Predict which catalyst facilitates the given reaction. (1) Reactant: [C:1]12([C:11]3[CH:21]=[CH:20][C:14]([O:15][CH2:16][C:17](O)=[O:18])=[CH:13][CH:12]=3)[CH2:10][CH:5]3[CH2:6][CH:7]([CH2:9][CH:3]([CH2:4]3)[CH2:2]1)[CH2:8]2.[CH3:22][O:23][C:24](=[O:32])[C:25]1[CH:30]=[CH:29][C:28]([NH2:31])=[CH:27][CH:26]=1.Cl.C(N=C=N)C.OS1C2C=CC=CC=2N=C1.C(N(CC)C(C)C)(C)C. Product: [CH3:22][O:23][C:24](=[O:32])[C:25]1[CH:30]=[CH:29][C:28]([NH:31][C:17](=[O:18])[CH2:16][O:15][C:14]2[CH:13]=[CH:12][C:11]([C:1]34[CH2:10][CH:5]5[CH2:4][CH:3]([CH2:9][CH:7]([CH2:6]5)[CH2:8]3)[CH2:2]4)=[CH:21][CH:20]=2)=[CH:27][CH:26]=1. The catalyst class is: 3. (2) Reactant: O1[C:5]2=CO[CH:8]=[C:4]2OC1.[OH:9][C@@H:10]1[O:16][C@H:15]([CH2:17][OH:18])[C@@H:13]([OH:14])[C@H:11]1[OH:12].[C:19](C1NC=CN=1)(C1NC=CN=1)=O.[NH2:31][CH2:32][CH:33]([OH:36])[CH2:34][CH3:35]. Product: [OH:36][CH:33]([CH2:34][CH3:35])[CH2:32][NH:31][C:17]([C@@H:15]1[C@H:13]2[C@@H:11]([O:12][C:4]([CH3:5])([CH3:8])[O:14]2)[C@H:10]([O:9][CH3:19])[O:16]1)=[O:18]. The catalyst class is: 363. (3) Reactant: [CH3:1][N:2]1[CH2:7][CH2:6][C:5](=O)[CH2:4][CH2:3]1.C(OP([CH2:17][C:18]1[CH:23]=[CH:22][C:21]([C:24]#[N:25])=[CH:20][CH:19]=1)(=O)OCC)C.[H-].[Na+]. Product: [CH3:1][N:2]1[CH2:7][CH2:6][C:5](=[CH:17][C:18]2[CH:23]=[CH:22][C:21]([C:24]#[N:25])=[CH:20][CH:19]=2)[CH2:4][CH2:3]1. The catalyst class is: 1. (4) Product: [CH2:1]([O:5][C:6]1[CH:7]=[C:8](/[CH:13]=[C:14](\[O:18][CH2:19][CH3:20])/[C:15]([OH:17])=[O:16])[CH:9]=[CH:10][C:11]=1[C:33]1[CH:34]=[CH:35][CH:36]=[C:31]([N:22]([CH3:21])[C:23]([NH:25][CH2:26][CH2:27][CH2:28][CH2:29][CH3:30])=[O:24])[CH:32]=1)[CH2:2][CH2:3][CH3:4]. Reactant: [CH2:1]([O:5][C:6]1[CH:7]=[C:8](/[CH:13]=[C:14](\[O:18][CH2:19][CH3:20])/[C:15]([OH:17])=[O:16])[CH:9]=[CH:10][C:11]=1I)[CH2:2][CH2:3][CH3:4].[CH3:21][N:22]([C:31]1[CH:32]=[C:33](B(O)O)[CH:34]=[CH:35][CH:36]=1)[C:23]([NH:25][CH2:26][CH2:27][CH2:28][CH2:29][CH3:30])=[O:24].C(=O)([O-])[O-].[K+].[K+].O. The catalyst class is: 622. (5) Reactant: [C:1]([O:5][C:6]([NH:8][C@H:9]([C:17]([OH:19])=O)[CH2:10][C:11]1[CH:16]=[CH:15][CH:14]=[CH:13][CH:12]=1)=[O:7])([CH3:4])([CH3:3])[CH3:2].[C:20]([C:24]1[CH:50]=[CH:49][C:27]([C:28]([NH:30][C:31]2[CH:47]=[C:46]([NH2:48])[CH:45]=[CH:44][C:32]=2[C:33]([NH:35][C:36]2[CH:41]=[CH:40][C:39]([O:42][CH3:43])=[CH:38][CH:37]=2)=[O:34])=[O:29])=[CH:26][CH:25]=1)([CH3:23])([CH3:22])[CH3:21].C1(N=C=NC2CCCCC2)CCCCC1.C1C=NC2N(O)N=NC=2C=1. Product: [C:20]([C:24]1[CH:50]=[CH:49][C:27]([C:28]([NH:30][C:31]2[CH:47]=[C:46]([NH:48][C:17](=[O:19])[C@H:9]([CH2:10][C:11]3[CH:12]=[CH:13][CH:14]=[CH:15][CH:16]=3)[NH:8][C:6]([O:5][C:1]([CH3:2])([CH3:3])[CH3:4])=[O:7])[CH:45]=[CH:44][C:32]=2[C:33]([NH:35][C:36]2[CH:41]=[CH:40][C:39]([O:42][CH3:43])=[CH:38][CH:37]=2)=[O:34])=[O:29])=[CH:26][CH:25]=1)([CH3:23])([CH3:21])[CH3:22]. The catalyst class is: 9. (6) Reactant: [S:1]1[C:5]2[CH:6]=[CH:7][CH:8]=[CH:9][C:4]=2[N:3]=[C:2]1[NH:10][C@@H:11]1[CH2:14][C@H:13]([NH:15][C:16]2[C:21]([NH:22][CH3:23])=[N:20][CH:19]=[CH:18][N:17]=2)[CH2:12]1.N1C=CC=CC=1.ClC(Cl)(O[C:34](=[O:40])OC(Cl)(Cl)Cl)Cl. The catalyst class is: 754. Product: [S:1]1[C:5]2[CH:6]=[CH:7][CH:8]=[CH:9][C:4]=2[N:3]=[C:2]1[NH:10][C@@H:11]1[CH2:14][C@H:13]([N:15]2[C:16]3=[N:17][CH:18]=[CH:19][N:20]=[C:21]3[N:22]([CH3:23])[C:34]2=[O:40])[CH2:12]1.